This data is from Catalyst prediction with 721,799 reactions and 888 catalyst types from USPTO. The task is: Predict which catalyst facilitates the given reaction. (1) Reactant: [CH2:1]([N:8]1[CH2:12][CH2:11][C:10]([NH:14][CH2:15][C:16]2[C:17](=[O:27])[N:18]([CH3:26])[C:19]3[C:24]([CH:25]=2)=[CH:23][CH:22]=[CH:21][CH:20]=3)([CH3:13])[CH2:9]1)[C:2]1[CH:7]=[CH:6][CH:5]=[CH:4][CH:3]=1.CCN(C(C)C)C(C)C.[CH:37]1([C:43](Cl)=[O:44])[CH2:42][CH2:41][CH2:40][CH2:39][CH2:38]1. Product: [CH2:1]([N:8]1[CH2:12][CH2:11][C:10]([N:14]([CH2:15][C:16]2[C:17](=[O:27])[N:18]([CH3:26])[C:19]3[C:24]([CH:25]=2)=[CH:23][CH:22]=[CH:21][CH:20]=3)[C:43]([CH:37]2[CH2:42][CH2:41][CH2:40][CH2:39][CH2:38]2)=[O:44])([CH3:13])[CH2:9]1)[C:2]1[CH:7]=[CH:6][CH:5]=[CH:4][CH:3]=1. The catalyst class is: 2. (2) Product: [CH2:1]([O:3][CH:4]([O:13][CH2:14][C@@H:15]1[NH:20][C:19](=[O:21])[CH2:18][CH2:17][CH2:16]1)[CH3:5])[CH3:2]. The catalyst class is: 22. Reactant: [CH:1]([O:3][CH2:4][CH3:5])=[CH2:2].FC(F)(F)C(O)=O.[OH:13][CH2:14][C@@H:15]1[NH:20][C:19](=[O:21])[CH2:18][CH2:17][CH2:16]1.C([O-])(O)=O.[Na+]. (3) Reactant: [N:1]([C@@H:4]([CH2:25][OH:26])[C@@H:5]([OH:24])[C@H:6]([OH:23])[C@@H:7](OS(C)(=O)=O)[C@@H:8]([OH:17])[C@@H:9]([OH:16])[CH2:10]OS(C)(=O)=O)=[N+]=[N-].C(OCC)(=O)C.CO.C([O-])(=O)C.[Na+]. Product: [OH:26][CH2:25][C@@H:4]1[N:1]2[C@H:7]([C@@H:8]([OH:17])[C@@H:9]([OH:16])[CH2:10]2)[C@@H:6]([OH:23])[C@@H:5]1[OH:24]. The catalyst class is: 522. (4) Reactant: Br[C:2]1[N:3]=[C:4]([NH:11][C:12]2[CH:17]=[CH:16][C:15]([C:18]([N:20]3[CH2:25][CH2:24][O:23][CH2:22][CH2:21]3)=[O:19])=[CH:14][CH:13]=2)[C:5]2[N:6]([CH:8]=[CH:9][N:10]=2)[CH:7]=1.[C:26]([C:29]1[CH:30]=[C:31](B(O)O)[CH:32]=[CH:33][CH:34]=1)([OH:28])=[O:27].C([O-])([O-])=O.[Na+].[Na+].Cl. Product: [N:20]1([C:18]([C:15]2[CH:16]=[CH:17][C:12]([NH:11][C:4]3[C:5]4[N:6]([CH:8]=[CH:9][N:10]=4)[CH:7]=[C:2]([C:33]4[CH:34]=[C:29]([CH:30]=[CH:31][CH:32]=4)[C:26]([OH:28])=[O:27])[N:3]=3)=[CH:13][CH:14]=2)=[O:19])[CH2:25][CH2:24][O:23][CH2:22][CH2:21]1. The catalyst class is: 104. (5) Product: [CH3:1][O:2][C:3]1[CH:4]=[CH:5][C:6]2[CH2:7][CH2:8][C:9]([CH3:15])([CH3:14])[C:10](=[O:13])[NH:17][C:11]=2[CH:12]=1. The catalyst class is: 17. Reactant: [CH3:1][O:2][C:3]1[CH:12]=[C:11]2[C:6]([CH2:7][CH2:8][C:9]([CH3:15])([CH3:14])[C:10]2=[O:13])=[CH:5][CH:4]=1.Cl.[NH2:17]O.